This data is from Forward reaction prediction with 1.9M reactions from USPTO patents (1976-2016). The task is: Predict the product of the given reaction. (1) Given the reactants [CH3:1][C:2]1([CH3:22])[C:10]2[N:9]=[N:8][C:7]([C:11]3[C:19]4[C:14](=[N:15][C:16]([CH3:20])=[CH:17][CH:18]=4)[NH:13][N:12]=3)=[N:6][C:5]=2[NH:4][C:3]1=[O:21].C(=O)([O-])[O-].[Cs+].[Cs+].Br[CH2:30][C:31]1[C:36]([F:37])=[CH:35][CH:34]=[CH:33][C:32]=1[F:38].O, predict the reaction product. The product is: [F:37][C:36]1[CH:35]=[CH:34][CH:33]=[C:32]([F:38])[C:31]=1[CH2:30][N:13]1[C:14]2=[N:15][C:16]([CH3:20])=[CH:17][CH:18]=[C:19]2[C:11]([C:7]2[N:8]=[N:9][C:10]3[C:2]([CH3:22])([CH3:1])[C:3](=[O:21])[NH:4][C:5]=3[N:6]=2)=[N:12]1. (2) The product is: [CH2:29]([C:26]1[CH:25]=[N:24][C:23]([N:20]2[CH2:21][CH2:22][CH:17]([CH2:16][CH2:15][CH2:14][O:13][C:10]3[CH:11]=[CH:12][C:7]4[CH2:6][NH:38][CH2:32][CH2:31][C:8]=4[N:9]=3)[CH2:18][CH2:19]2)=[N:28][CH:27]=1)[CH3:30]. Given the reactants CS(O[CH2:6][C:7]1[C:8]([CH2:31][CH2:32]OS(C)(=O)=O)=[N:9][C:10]([O:13][CH2:14][CH2:15][CH2:16][CH:17]2[CH2:22][CH2:21][N:20]([C:23]3[N:28]=[CH:27][C:26]([CH2:29][CH3:30])=[CH:25][N:24]=3)[CH2:19][CH2:18]2)=[CH:11][CH:12]=1)(=O)=O.[NH3:38], predict the reaction product. (3) Given the reactants [F:1][C:2]1[C:3]([CH3:18])=[C:4]([C@:8]2([C:14]([O:16][CH3:17])=[O:15])[CH2:12][CH2:11][C@H:10]([OH:13])[CH2:9]2)[CH:5]=[CH:6][CH:7]=1.CC(OI1(OC(C)=O)(OC(C)=O)OC(=O)C2C=CC=CC1=2)=O, predict the reaction product. The product is: [F:1][C:2]1[C:3]([CH3:18])=[C:4]([C@:8]2([C:14]([O:16][CH3:17])=[O:15])[CH2:12][CH2:11][C:10](=[O:13])[CH2:9]2)[CH:5]=[CH:6][CH:7]=1. (4) Given the reactants [Br:1]Br.[O:3]=[C:4]([C:8]1[CH:13]=[CH:12][CH:11]=[CH:10][N:9]=1)[CH2:5][C:6]#[N:7], predict the reaction product. The product is: [BrH:1].[Br:1][CH:5]([C:4](=[O:3])[C:8]1[CH:13]=[CH:12][CH:11]=[CH:10][N:9]=1)[C:6]#[N:7].